This data is from Reaction yield outcomes from USPTO patents with 853,638 reactions. The task is: Predict the reaction yield, written as a fraction of the theoretical maximum amount of product (1.0 means a 100% yield; for example, 0.34 means a 34% yield). (1) No catalyst specified. The yield is 0.450. The reactants are [CH3:1][O:2][C:3]1[CH:4]=[C:5]2[C:10](=[CH:11][C:12]=1[O:13][CH3:14])[N:9]=[CH:8][N:7]=[C:6]2[O:15][C:16]1[CH:17]=[C:18]([CH:20]=[CH:21][CH:22]=1)[NH2:19].[F:23][C:24]([C:27]1[CH:31]=[C:30]([NH:32][C:33](=O)[O:34]C2C=CC=CC=2)[O:29][N:28]=1)([CH3:26])[CH3:25].C(C1C=C(NC(=O)N)ON=1)(C)C. The product is [CH3:1][O:2][C:3]1[CH:4]=[C:5]2[C:10](=[CH:11][C:12]=1[O:13][CH3:14])[N:9]=[CH:8][N:7]=[C:6]2[O:15][C:16]1[CH:17]=[C:18]([NH:19][C:33]([NH:32][C:30]2[O:29][N:28]=[C:27]([C:24]([F:23])([CH3:25])[CH3:26])[CH:31]=2)=[O:34])[CH:20]=[CH:21][CH:22]=1. (2) The reactants are [CH3:1][CH:2]([OH:9])[CH2:3][CH2:4][CH2:5][CH2:6][CH2:7][CH3:8].ClC(Cl)(O[C:14](=[O:20])[O:15][C:16](Cl)(Cl)Cl)Cl.N1C=CC=CC=1.[F:28][C:29]1[CH:36]=C(O)[CH:34]=[C:33]([F:38])[C:30]=1[CH:31]=[O:32]. The catalyst is C(Cl)Cl.O.C1COCC1. The product is [C:14](=[O:20])([O:9][CH:2]([CH2:3][CH2:4][CH2:5][CH2:6][CH2:7][CH3:8])[CH3:1])[O:15][C:16]1[CH:36]=[C:29]([F:28])[C:30]([CH:31]=[O:32])=[C:33]([F:38])[CH:34]=1. The yield is 0.460. (3) The catalyst is CO.C(OCC)(=O)C.[Pd]. The reactants are [C:1]([O:5][C:6]([N:8]1[CH2:20][C@@H:19]([CH3:21])[N:18]2[C@H:10]([CH2:11][C:12]3[C:17]2=[N:16][C:15]([O:22]CC2C=CC=CC=2)=[CH:14][CH:13]=3)[CH2:9]1)=[O:7])([CH3:4])([CH3:3])[CH3:2]. The yield is 0.820. The product is [C:1]([O:5][C:6]([N:8]1[CH2:20][C@@H:19]([CH3:21])[N:18]2[C@H:10]([CH2:11][C:12]3[C:17]2=[N:16][C:15]([OH:22])=[CH:14][CH:13]=3)[CH2:9]1)=[O:7])([CH3:4])([CH3:2])[CH3:3]. (4) The reactants are [Cl:1][C:2]1[CH:7]=[CH:6][C:5]([C:8]2[CH:13]=[C:12]([CH:14]([F:16])[F:15])[N:11]3[N:17]=[CH:18][C:19](I)=[C:10]3[N:9]=2)=[CH:4][C:3]=1[CH3:21].[CH3:22][Si:23]([C:26]#[CH:27])([CH3:25])[CH3:24].C(N(CC)CC)C. The catalyst is CN(C)C=O. The product is [Cl:1][C:2]1[CH:7]=[CH:6][C:5]([C:8]2[CH:13]=[C:12]([CH:14]([F:16])[F:15])[N:11]3[N:17]=[CH:18][C:19]([C:27]#[C:26][Si:23]([CH3:25])([CH3:24])[CH3:22])=[C:10]3[N:9]=2)=[CH:4][C:3]=1[CH3:21]. The yield is 0.730. (5) The reactants are [F:1][C:2]([F:52])([F:51])[C:3]1[CH:4]=[C:5]([CH:48]=[CH:49][CH:50]=1)[CH2:6][NH:7][C:8]([C:10]1[CH:15]=[CH:14][N:13]=[C:12]([C:16]2[CH:21]=[C:20]([O:22][CH2:23][C:24]([F:27])([F:26])[F:25])[CH:19]=[CH:18][C:17]=2[NH:28][C:29]([C:31]2[CH:32]=[C:33]([CH:45]=[CH:46][CH:47]=2)[CH2:34][S:35][CH2:36][CH2:37][C:38]([O:40]C(C)(C)C)=[O:39])=[O:30])[CH:11]=1)=[O:9].FC(F)(F)C(O)=O. The catalyst is ClCCl. The product is [F:52][C:2]([F:1])([F:51])[C:3]1[CH:4]=[C:5]([CH:48]=[CH:49][CH:50]=1)[CH2:6][NH:7][C:8]([C:10]1[CH:15]=[CH:14][N:13]=[C:12]([C:16]2[CH:21]=[C:20]([O:22][CH2:23][C:24]([F:26])([F:25])[F:27])[CH:19]=[CH:18][C:17]=2[NH:28][C:29]([C:31]2[CH:32]=[C:33]([CH:45]=[CH:46][CH:47]=2)[CH2:34][S:35][CH2:36][CH2:37][C:38]([OH:40])=[O:39])=[O:30])[CH:11]=1)=[O:9]. The yield is 0.370. (6) The reactants are [CH3:1][O:2][C:3]1[CH:4]=[C:5]2[C:10](=[CH:11][CH:12]=1)[C:9]([O:13][C:14]1[CH:19]=[CH:18][C:17]([O:20][CH2:21][CH2:22][N:23]3[CH2:28][CH2:27][CH2:26][CH2:25][CH2:24]3)=[CH:16][CH:15]=1)=[C:8](OS(C(F)(F)F)(=O)=O)[CH:7]=[CH:6]2.[F:37][C:38]1[CH:39]=[C:40](B(O)O)[CH:41]=[C:42]([F:45])[C:43]=1[F:44].[F-].[Cs+].C1(P(C2CCCCC2)C2CCCCC2)CCCCC1. The catalyst is C([O-])(=O)C.[Pd+2].C([O-])(=O)C. The product is [CH3:1][O:2][C:3]1[CH:4]=[C:5]2[C:10](=[CH:11][CH:12]=1)[C:9]([O:13][C:14]1[CH:19]=[CH:18][C:17]([O:20][CH2:21][CH2:22][N:23]3[CH2:24][CH2:25][CH2:26][CH2:27][CH2:28]3)=[CH:16][CH:15]=1)=[C:8]([C:40]1[CH:39]=[C:38]([F:37])[C:43]([F:44])=[C:42]([F:45])[CH:41]=1)[CH:7]=[CH:6]2. The yield is 0.930. (7) The reactants are [CH3:1][N:2]1[C:10]2[N:9]=[C:8]([Br:11])[N:7]([CH2:12][C:13]#[C:14][CH3:15])[C:6]=2[C:5](=[O:16])[NH:4][C:3]1=[O:17].C(=O)([O-])[O-].[K+].[K+].Br[CH2:25][C:26]1[S:27][C:28]2[CH:34]=[CH:33][CH:32]=[CH:31][C:29]=2[N:30]=1.O. The product is [S:27]1[C:28]2[CH:34]=[CH:33][CH:32]=[CH:31][C:29]=2[N:30]=[C:26]1[CH2:25][N:4]1[C:5](=[O:16])[C:6]2[N:7]([CH2:12][C:13]#[C:14][CH3:15])[C:8]([Br:11])=[N:9][C:10]=2[N:2]([CH3:1])[C:3]1=[O:17]. The yield is 0.900. The catalyst is CN(C)C=O. (8) The reactants are [F:1][C:2]1[CH:10]=[C:9]2[C:5]([C:6]([C:20]3[CH:21]=[C:22](N)[C:23]([NH2:26])=[CH:24][CH:25]=3)=[CH:7][N:8]2[S:11]([C:14]2[CH:19]=[CH:18][CH:17]=[CH:16][CH:15]=2)(=[O:13])=[O:12])=[CH:4][CH:3]=1.C[C:29]1(C)[C:33](C)([CH3:34])OB(C2C=CC3N=C(C=C)OC=3C=2)[O:30]1.FC1C=C2C(C(I)=CN2S(C2C=CC=CC=2)(=O)=O)=CC=1. No catalyst specified. The product is [F:1][C:2]1[CH:10]=[C:9]2[C:5]([C:6]([C:20]3[CH:25]=[CH:24][C:23]4[N:26]=[C:29]([CH:33]=[CH2:34])[O:30][C:22]=4[CH:21]=3)=[CH:7][N:8]2[S:11]([C:14]2[CH:19]=[CH:18][CH:17]=[CH:16][CH:15]=2)(=[O:13])=[O:12])=[CH:4][CH:3]=1. The yield is 0.500.